From a dataset of Catalyst prediction with 721,799 reactions and 888 catalyst types from USPTO. Predict which catalyst facilitates the given reaction. Reactant: [OH:1][C:2]1[CH:7]=[CH:6][C:5]([CH2:8][CH2:9][CH2:10][C:11]([OH:13])=[O:12])=[CH:4][CH:3]=1.C(=O)([O-])[O-].[K+].[K+].[CH2:20](Br)[C:21]1[CH:26]=[CH:25][CH:24]=[CH:23][CH:22]=1. Product: [OH:1][C:2]1[CH:3]=[CH:4][C:5]([CH2:8][CH2:9][CH2:10][C:11]([O:13][CH2:20][C:21]2[CH:26]=[CH:25][CH:24]=[CH:23][CH:22]=2)=[O:12])=[CH:6][CH:7]=1. The catalyst class is: 9.